From a dataset of Forward reaction prediction with 1.9M reactions from USPTO patents (1976-2016). Predict the product of the given reaction. (1) Given the reactants O=[C:2]1[CH2:7][CH2:6][CH:5]([NH:8][C:9](=[O:18])[O:10][CH2:11][C:12]2[CH:17]=[CH:16][CH:15]=[CH:14][CH:13]=2)[CH2:4][CH2:3]1.[C:19]([O:23][C:24]([CH3:27])([CH3:26])[CH3:25])(=[O:22])[NH:20][NH2:21], predict the reaction product. The product is: [C:24]([O:23][C:19]([NH:20][N:21]=[C:2]1[CH2:7][CH2:6][CH:5]([NH:8][C:9]([O:10][CH2:11][C:12]2[CH:17]=[CH:16][CH:15]=[CH:14][CH:13]=2)=[O:18])[CH2:4][CH2:3]1)=[O:22])([CH3:27])([CH3:26])[CH3:25]. (2) The product is: [Cl:15][C:12]1[CH:11]=[CH:10][C:9]([CH:8]2[C:4]3[C:1]([CH3:2])=[N:30][N:29]([C:31]4[C:32]([O:37][CH3:38])=[N:33][CH:34]=[CH:35][CH:36]=4)[C:5]=3[C:6](=[O:27])[N:7]2[C:16]2[CH:17]=[C:18]([CH3:26])[C:19]3[N:20]([C:22]([CH3:25])=[N:23][N:24]=3)[CH:21]=2)=[CH:14][CH:13]=1. Given the reactants [C:1]([C:4]1[CH:8]([C:9]2[CH:14]=[CH:13][C:12]([Cl:15])=[CH:11][CH:10]=2)[N:7]([C:16]2[CH:17]=[C:18]([CH3:26])[C:19]3[N:20]([C:22]([CH3:25])=[N:23][N:24]=3)[CH:21]=2)[C:6](=[O:27])[C:5]=1O)(=O)[CH3:2].[NH:29]([C:31]1[C:32]([O:37][CH3:38])=[N:33][CH:34]=[CH:35][CH:36]=1)[NH2:30], predict the reaction product. (3) Given the reactants [F:1][C:2]1[C:7]([F:8])=[CH:6][CH:5]=[CH:4][C:3]=1[C:9]1C=N[O:12][C:13]=1[C:14]1[C:22]2[C:17](=[N:18][CH:19]=[C:20]([C:23]3[CH:28]=[CH:27][CH:26]=[CH:25][CH:24]=3)[CH:21]=2)[NH:16][CH:15]=1.C[N:30]([CH:32]=[O:33])C.[C:34]([O-])([O-])=O.[Na+].[Na+].ClC1C(Cl)=CC=CC=1[C:48]1C=N[O:51][C:52]=1[C:53]1C2C(=NC=CC=2)NC=1, predict the reaction product. The product is: [C:52]([O:51][C:32](=[O:33])[NH:30][CH:26]1[CH2:25][CH2:24][C:23]([C:20]2[CH:21]=[C:22]3[C:14]([C:13](=[O:12])[CH2:9][C:3]4[CH:4]=[CH:5][CH:6]=[C:7]([F:8])[C:2]=4[F:1])=[CH:15][NH:16][C:17]3=[N:18][CH:19]=2)=[CH:28][CH2:27]1)([CH3:53])([CH3:34])[CH3:48]. (4) Given the reactants [CH2:1]([O:3][C:4]1[CH:9]=[CH:8][C:7]([CH3:10])=[CH:6][CH:5]=1)[CH3:2].C(O[O:16][C:17]([CH3:20])(C)C)(C)(C)C.[C]=O.[CH2:23]([OH:25])C, predict the reaction product. The product is: [CH2:1]([O:3][C:4]1[CH:9]=[CH:8][C:7]([CH2:10][C:23]([O:16][CH2:17][CH3:20])=[O:25])=[CH:6][CH:5]=1)[CH3:2]. (5) Given the reactants [CH3:1][C:2]1[CH:11]=[N:10][C:9]2[C:4](=[CH:5][C:6]([O:14][CH3:15])=[C:7]([O:12][CH3:13])[CH:8]=2)[N:3]=1.[O:16]1CCOCC1, predict the reaction product. The product is: [CH3:13][O:12][C:7]1[CH:8]=[C:9]2[C:4](=[CH:5][C:6]=1[O:14][CH3:15])[N:3]=[C:2]([CH:1]=[O:16])[CH:11]=[N:10]2. (6) Given the reactants [C@@H:1]1([N:10]2[CH:17]=[CH:16][C:14](=[O:15])[NH:13][C:11]2=[O:12])[O:9][C@H:6]([CH2:7][OH:8])[C@@H:4]([OH:5])[C@H:2]1[OH:3].[CH3:18][C:19]#[N:20].[OH2:21], predict the reaction product. The product is: [CH:7]1[C:18](=[CH:19][NH:20][O:8][CH2:7][C@H:6]2[O:9][C@@H:1]([N:10]3[C:11](=[O:12])[NH:13][C:14](=[O:15])[CH:16]=[CH:17]3)[C@H:2]([OH:3])[C@@H:4]2[OH:5])[C:1]([OH:9])=[C:2]([OH:3])[C:4](=[O:21])[CH:6]=1.